From a dataset of TCR-epitope binding with 47,182 pairs between 192 epitopes and 23,139 TCRs. Binary Classification. Given a T-cell receptor sequence (or CDR3 region) and an epitope sequence, predict whether binding occurs between them. Result: 0 (the TCR does not bind to the epitope). The TCR CDR3 sequence is CASSYGPGEQYF. The epitope is VTIAEILLI.